This data is from Forward reaction prediction with 1.9M reactions from USPTO patents (1976-2016). The task is: Predict the product of the given reaction. (1) The product is: [Cl:1][N:15]([C:9]1[CH:14]=[CH:13][CH:12]=[CH:11][CH:10]=1)[N:16]=[CH:17][C:18]1[CH:19]=[CH:20][N:21]=[CH:22][CH:23]=1. Given the reactants [Cl:1]N1C(=O)CCC1=O.[C:9]1([NH:15][N:16]=[CH:17][C:18]2[CH:23]=[CH:22][N:21]=[CH:20][CH:19]=2)[CH:14]=[CH:13][CH:12]=[CH:11][CH:10]=1, predict the reaction product. (2) The product is: [CH3:20][C:21]1([CH3:27])[CH2:26][CH2:25][N:24]([CH:17]=[O:18])[CH2:23][CH2:22]1. Given the reactants ClC1C=CC=CC=1S(N1CCCC([C:17](O)=[O:18])C1)(=O)=O.[CH3:20][C:21]1([CH3:27])[CH2:26][CH2:25][NH:24][CH2:23][CH2:22]1.CC1(C)CC(=O)NC(=O)C1.[H-].[Al+3].[Li+].[H-].[H-].[H-], predict the reaction product. (3) Given the reactants C([O:3][C:4](=[O:14])[C:5](=[C:7]1[CH2:12][C@@H:11]2[C@@H:9]([CH2:10]2)[C:8]1=O)[O-])C.[K+].[O:16]=[S:17]1(=[O:24])[CH2:21][CH2:20][CH:19]([NH:22][NH2:23])[CH2:18]1, predict the reaction product. The product is: [O:16]=[S:17]1(=[O:24])[CH2:21][CH2:20][CH:19]([N:22]2[C:8]3[C@@H:9]4[CH2:10][C@@H:11]4[CH2:12][C:7]=3[C:5]([C:4]([OH:3])=[O:14])=[N:23]2)[CH2:18]1. (4) Given the reactants [Br:1]N1C(=O)CCC1=O.[CH:9]1[C:14]2[N:15]3[C:28]4[CH:27]=[CH:26][CH:25]=[CH:24][C:23]=4[S:22][C:21]4[C:16]3=[C:17]([S:29][C:13]=2[CH:12]=[CH:11][CH:10]=1)[CH:18]=[CH:19][CH:20]=4, predict the reaction product. The product is: [Br:1][C:19]1[CH:20]=[C:21]2[C:16]3=[C:17]([S:29][C:13]4[CH:12]=[CH:11][CH:10]=[CH:9][C:14]=4[N:15]3[C:28]3[CH:27]=[CH:26][CH:25]=[CH:24][C:23]=3[S:22]2)[CH:18]=1. (5) The product is: [CH3:1][S:2]([O:26][CH2:25][C:21]12[CH2:24][C:18]([O:17][CH2:16][C:15]3[CH:27]=[CH:28][CH:29]=[C:13]([O:6][C:7]4[CH:8]=[CH:9][CH:10]=[CH:11][CH:12]=4)[CH:14]=3)([CH2:19][CH2:20]1)[CH2:23][CH2:22]2)(=[O:4])=[O:3]. Given the reactants [CH3:1][S:2](Cl)(=[O:4])=[O:3].[O:6]([C:13]1[CH:14]=[C:15]([CH:27]=[CH:28][CH:29]=1)[CH2:16][O:17][C:18]12[CH2:24][C:21]([CH2:25][OH:26])([CH2:22][CH2:23]1)[CH2:20][CH2:19]2)[C:7]1[CH:12]=[CH:11][CH:10]=[CH:9][CH:8]=1.CCN(CC)CC, predict the reaction product. (6) Given the reactants [F:1][C:2]1[CH:9]=[C:8]([C:10]2[CH:15]=[C:14]([N:16]3[CH2:20][CH2:19][CH2:18][C@H:17]3[CH3:21])[N:13]=[C:12]([NH:22][CH3:23])[N:11]=2)[CH:7]=[C:6](F)[C:3]=1[C:4]#[N:5].[Na].[CH3:26][SH:27], predict the reaction product. The product is: [F:1][C:2]1[CH:9]=[C:8]([C:10]2[CH:15]=[C:14]([N:16]3[CH2:20][CH2:19][CH2:18][C@H:17]3[CH3:21])[N:13]=[C:12]([NH:22][CH3:23])[N:11]=2)[CH:7]=[C:6]([S:27][CH3:26])[C:3]=1[C:4]#[N:5]. (7) Given the reactants [F:1][C:2]1[CH:10]=[C:9]([F:11])[C:8]([N+:12]([O-])=O)=[CH:7][C:3]=1[C:4]([OH:6])=[O:5], predict the reaction product. The product is: [F:1][C:2]1[CH:10]=[C:9]([F:11])[C:8]([NH2:12])=[CH:7][C:3]=1[C:4]([OH:6])=[O:5].